From a dataset of Forward reaction prediction with 1.9M reactions from USPTO patents (1976-2016). Predict the product of the given reaction. Given the reactants [N+:1]([C:4]1[CH:9]=[CH:8][CH:7]=[CH:6][C:5]=1[NH:10][NH2:11])([O-:3])=[O:2].[CH3:12][CH2:13][C:14](=O)[C:15](=[O:18])[CH2:16][CH3:17].C(O)C, predict the reaction product. The product is: [N+:1]([C:4]1[CH:9]=[CH:8][CH:7]=[CH:6][C:5]=1[NH:10][N:11]=[C:14]([C:15](=[O:18])[CH2:16][CH3:17])[CH2:13][CH3:12])([O-:3])=[O:2].